This data is from NCI-60 drug combinations with 297,098 pairs across 59 cell lines. The task is: Regression. Given two drug SMILES strings and cell line genomic features, predict the synergy score measuring deviation from expected non-interaction effect. (1) Drug 1: C1C(C(OC1N2C=NC3=C(N=C(N=C32)Cl)N)CO)O. Drug 2: C1CCC(C(C1)N)N.C(=O)(C(=O)[O-])[O-].[Pt+4]. Cell line: HOP-92. Synergy scores: CSS=40.8, Synergy_ZIP=-12.1, Synergy_Bliss=-5.74, Synergy_Loewe=-4.31, Synergy_HSA=-2.20. (2) Drug 1: C1=CC(=CC=C1CCCC(=O)O)N(CCCl)CCCl. Drug 2: C1=NNC2=C1C(=O)NC=N2. Cell line: UO-31. Synergy scores: CSS=6.69, Synergy_ZIP=-2.89, Synergy_Bliss=-2.59, Synergy_Loewe=-1.34, Synergy_HSA=-0.840. (3) Drug 1: CN(C)C1=NC(=NC(=N1)N(C)C)N(C)C. Drug 2: B(C(CC(C)C)NC(=O)C(CC1=CC=CC=C1)NC(=O)C2=NC=CN=C2)(O)O. Cell line: SF-295. Synergy scores: CSS=12.8, Synergy_ZIP=-1.93, Synergy_Bliss=10.8, Synergy_Loewe=13.1, Synergy_HSA=13.1.